This data is from Catalyst prediction with 721,799 reactions and 888 catalyst types from USPTO. The task is: Predict which catalyst facilitates the given reaction. (1) Reactant: Br[C:2]1[C:10]2[C:5](=[CH:6][N:7]=[C:8]([O:11][CH3:12])[CH:9]=2)[S:4][CH:3]=1.[Li]CCCC.CCCCCC.C(O[B:28]1[O:32][C:31]([CH3:34])([CH3:33])[C:30]([CH3:36])([CH3:35])[O:29]1)(C)C. Product: [CH3:12][O:11][C:8]1[CH:9]=[C:10]2[C:2]([B:28]3[O:32][C:31]([CH3:34])([CH3:33])[C:30]([CH3:36])([CH3:35])[O:29]3)=[CH:3][S:4][C:5]2=[CH:6][N:7]=1. The catalyst class is: 1. (2) Reactant: [OH:1][C:2]1[C:9]([CH3:10])=[C:8]([CH3:11])[C:7]([OH:12])=[CH:6][C:3]=1[CH:4]=[O:5].[O:13]1[CH:18]=[CH:17][CH2:16][CH2:15][CH2:14]1.O.C1(C)C=CC(S(O)(=O)=O)=CC=1. Product: [OH:1][C:2]1[C:9]([CH3:10])=[C:8]([CH3:11])[C:7]([O:12][CH:14]2[CH2:15][CH2:16][CH2:17][CH2:18][O:13]2)=[CH:6][C:3]=1[CH:4]=[O:5]. The catalyst class is: 4. (3) Reactant: [F:1][C:2]([F:29])([F:28])[O:3][C:4]1[CH:5]=[C:6]([CH:25]=[CH:26][CH:27]=1)[O:7][C:8]1[C:9]([CH2:23]O)=[N:10][N:11]([C:13]2[CH:18]=[CH:17][C:16]([C:19]([F:22])([F:21])[F:20])=[CH:15][CH:14]=2)[N:12]=1.[OH-].[Na+].[BrH:32]. Product: [Br:32][CH2:23][C:9]1[C:8]([O:7][C:6]2[CH:25]=[CH:26][CH:27]=[C:4]([O:3][C:2]([F:29])([F:28])[F:1])[CH:5]=2)=[N:12][N:11]([C:13]2[CH:18]=[CH:17][C:16]([C:19]([F:22])([F:21])[F:20])=[CH:15][CH:14]=2)[N:10]=1. The catalyst class is: 86. (4) Reactant: [Cl:1][C:2]1[CH:3]=[C:4]([C:8]2[CH:16]=[CH:15][CH:14]=[C:13]3[C:9]=2[CH2:10][C:11](=[O:17])[NH:12]3)[CH:5]=[CH:6][CH:7]=1.[N:18]1([CH2:23][CH2:24][NH:25][C:26]([C:28]2[CH:32]=[C:31]([CH3:33])[NH:30][C:29]=2[CH:34]=O)=[O:27])[CH:22]=[CH:21][N:20]=[N:19]1. Product: [N:18]1([CH2:23][CH2:24][NH:25][C:26]([C:28]2[CH:32]=[C:31]([CH3:33])[NH:30][C:29]=2[CH:34]=[C:10]2[C:9]3[C:13](=[CH:14][CH:15]=[CH:16][C:8]=3[C:4]3[CH:5]=[CH:6][CH:7]=[C:2]([Cl:1])[CH:3]=3)[NH:12][C:11]2=[O:17])=[O:27])[CH:22]=[CH:21][N:20]=[N:19]1. The catalyst class is: 360.